Dataset: Catalyst prediction with 721,799 reactions and 888 catalyst types from USPTO. Task: Predict which catalyst facilitates the given reaction. (1) Product: [CH2:38]([O:37][C:35]([CH2:34][N:1]1[CH:5]=[CH:4][CH:3]=[C:2]1/[CH:6]=[C:7]1\[CH2:8][N:9]([C:14]([C:21]2[CH:22]=[CH:23][CH:24]=[CH:25][CH:26]=2)([C:15]2[CH:20]=[CH:19][CH:18]=[CH:17][CH:16]=2)[C:27]2[CH:32]=[CH:31][CH:30]=[CH:29][CH:28]=2)[CH2:10][CH2:11][C:12]\1=[O:13])=[O:36])[CH3:39]. Reactant: [NH:1]1[CH:5]=[CH:4][CH:3]=[C:2]1/[CH:6]=[C:7]1\[CH2:8][N:9]([C:14]([C:27]2[CH:32]=[CH:31][CH:30]=[CH:29][CH:28]=2)([C:21]2[CH:26]=[CH:25][CH:24]=[CH:23][CH:22]=2)[C:15]2[CH:20]=[CH:19][CH:18]=[CH:17][CH:16]=2)[CH2:10][CH2:11][C:12]\1=[O:13].Br[CH2:34][C:35]([O:37][CH2:38][CH3:39])=[O:36].C(=O)([O-])[O-].[K+].[K+].[I-].[K+]. The catalyst class is: 9. (2) Reactant: [CH3:1][O:2][C:3](=[O:15])[CH2:4][C:5]1[CH:6]=[C:7]2[C:12](=[CH:13][CH:14]=1)[N:11]=[CH:10][CH:9]=[CH:8]2.[Br:16]Br.N1C=CC=CC=1. Product: [CH3:1][O:2][C:3](=[O:15])[CH2:4][C:5]1[CH:6]=[C:7]2[C:12](=[CH:13][CH:14]=1)[N:11]=[CH:10][C:9]([Br:16])=[CH:8]2. The catalyst class is: 53. (3) Reactant: [Si]([O:8][C:9]1[CH:14]=[C:13]([O:15][Si](C(C)(C)C)(C)C)[CH:12]=[CH:11][C:10]=1[C@H:23]1[CH2:28][CH2:27][C@H:26](O)[CH2:25][CH2:24]1)(C(C)(C)C)(C)C.C(N(S(F)(F)F)CC)C. Product: [CH:23]1([C:10]2[CH:11]=[CH:12][C:13]([OH:15])=[CH:14][C:9]=2[OH:8])[CH2:28][CH2:27][CH:26]=[CH:25][CH2:24]1. The catalyst class is: 4. (4) Reactant: Cl[C:2]1[C:11]2=[N:12][N:13](CC3C=CC(OC)=CC=3)[CH:14]=[C:10]2[C:9]2[CH:8]=[C:7]([O:24][CH3:25])[CH:6]=[CH:5][C:4]=2[N:3]=1.[NH2:26][C:27]1[CH:28]=[C:29]([S:33]([NH:36][CH:37]2[CH2:39][CH2:38]2)(=[O:35])=[O:34])[CH:30]=[CH:31][CH:32]=1.Cl. Product: [CH:37]1([NH:36][S:33]([C:29]2[CH:30]=[CH:31][CH:32]=[C:27]([NH:26][C:2]3[C:11]4=[N:12][NH:13][CH:14]=[C:10]4[C:9]4[CH:8]=[C:7]([O:24][CH3:25])[CH:6]=[CH:5][C:4]=4[N:3]=3)[CH:28]=2)(=[O:35])=[O:34])[CH2:39][CH2:38]1. The catalyst class is: 71.